This data is from Reaction yield outcomes from USPTO patents with 853,638 reactions. The task is: Predict the reaction yield, written as a fraction of the theoretical maximum amount of product (1.0 means a 100% yield; for example, 0.34 means a 34% yield). The reactants are CC(C)([O-])C.[Na+].[C:7]1([S:13]([N:16]2[C:21]3[CH:22]=[C:23]([Cl:27])[CH:24]=[C:25](Br)[C:20]=3[O:19][CH2:18][CH2:17]2)(=[O:15])=[O:14])[CH:12]=[CH:11][CH:10]=[CH:9][CH:8]=1.[C:28]([O:32][C:33]([N:35]1[CH2:40][CH2:39][NH:38][CH2:37][CH2:36]1)=[O:34])([CH3:31])([CH3:30])[CH3:29]. The catalyst is C1(C)C=CC=CC=1.C(OCC)(=O)C.C1C=CC(/C=C/C(/C=C/C2C=CC=CC=2)=O)=CC=1.C1C=CC(/C=C/C(/C=C/C2C=CC=CC=2)=O)=CC=1.C1C=CC(/C=C/C(/C=C/C2C=CC=CC=2)=O)=CC=1.[Pd].[Pd].C1(P(C2C=CC=CC=2)C2C=CC3C(=CC=CC=3)C=2C2C3C(=CC=CC=3)C=CC=2P(C2C=CC=CC=2)C2C=CC=CC=2)C=CC=CC=1. The product is [C:28]([O:32][C:33]([N:35]1[CH2:40][CH2:39][N:38]([C:25]2[C:20]3[O:19][CH2:18][CH2:17][N:16]([S:13]([C:7]4[CH:12]=[CH:11][CH:10]=[CH:9][CH:8]=4)(=[O:15])=[O:14])[C:21]=3[CH:22]=[C:23]([Cl:27])[CH:24]=2)[CH2:37][CH2:36]1)=[O:34])([CH3:31])([CH3:29])[CH3:30]. The yield is 0.750.